This data is from Forward reaction prediction with 1.9M reactions from USPTO patents (1976-2016). The task is: Predict the product of the given reaction. Given the reactants CS(O[CH2:6][CH2:7][C@@H:8]1[CH2:13][N:12]([C:14]([O:16][CH2:17][C:18]2[CH:23]=[CH:22][CH:21]=[CH:20][CH:19]=2)=[O:15])[CH2:11][CH2:10][N:9]1[C:24]([O:26][C:27]([CH3:30])([CH3:29])[CH3:28])=[O:25])(=O)=O.[NH:31]1[C:35]2[CH:36]=[CH:37][CH:38]=[CH:39][C:34]=2[N:33]=[CH:32]1.C(=O)([O-])[O-].[K+].[K+].CN(C=O)C, predict the reaction product. The product is: [N:31]1([CH2:6][CH2:7][C@@H:8]2[CH2:13][N:12]([C:14]([O:16][CH2:17][C:18]3[CH:23]=[CH:22][CH:21]=[CH:20][CH:19]=3)=[O:15])[CH2:11][CH2:10][N:9]2[C:24]([O:26][C:27]([CH3:28])([CH3:30])[CH3:29])=[O:25])[C:35]2[CH:36]=[CH:37][CH:38]=[CH:39][C:34]=2[N:33]=[CH:32]1.